Dataset: Full USPTO retrosynthesis dataset with 1.9M reactions from patents (1976-2016). Task: Predict the reactants needed to synthesize the given product. (1) Given the product [CH:24]1([NH:27][C:19](=[O:21])[C:18]2[CH:22]=[CH:23][C:15]([O:14][CH2:13][C:3]3[C:4]([C:7]4[CH:8]=[CH:9][CH:10]=[CH:11][CH:12]=4)=[N:5][O:6][C:2]=3[CH3:1])=[N:16][CH:17]=2)[CH2:26][CH2:25]1, predict the reactants needed to synthesize it. The reactants are: [CH3:1][C:2]1[O:6][N:5]=[C:4]([C:7]2[CH:12]=[CH:11][CH:10]=[CH:9][CH:8]=2)[C:3]=1[CH2:13][O:14][C:15]1[CH:23]=[CH:22][C:18]([C:19]([OH:21])=O)=[CH:17][N:16]=1.[CH:24]1([NH2:27])[CH2:26][CH2:25]1. (2) Given the product [CH3:18][C:16]1[S:17][C:13]([C:11]([C:2]2[N:6]([CH3:7])[CH:5]=[N:4][CH:3]=2)=[O:12])=[C:14]([CH3:19])[N:15]=1, predict the reactants needed to synthesize it. The reactants are: Br[C:2]1[N:6]([CH3:7])[CH:5]=[N:4][CH:3]=1.CON(C)[C:11]([C:13]1[S:17][C:16]([CH3:18])=[N:15][C:14]=1[CH3:19])=[O:12].